Dataset: Forward reaction prediction with 1.9M reactions from USPTO patents (1976-2016). Task: Predict the product of the given reaction. (1) Given the reactants [CH3:1][C:2]([CH3:15])([CH:7]=[CH:8][C:9]1[CH:14]=[CH:13][CH:12]=[CH:11][CH:10]=1)[CH2:3][N:4]([CH3:6])[CH3:5], predict the reaction product. The product is: [CH3:1][C:2]([CH3:15])([CH2:7][CH2:8][C:9]1[CH:10]=[CH:11][CH:12]=[CH:13][CH:14]=1)[CH2:3][N:4]([CH3:6])[CH3:5]. (2) Given the reactants [CH:1]1([CH2:6][CH2:7][CH2:8][NH:9][C:10]2[CH:11]=[CH:12][C:13]3[C:18](=[O:19])[O:17][C:16]([CH3:21])([CH3:20])[O:15][C:14]=3[CH:22]=2)[CH2:5][CH2:4][CH2:3][CH2:2]1.[Br:23][C:24]1[CH:32]=[CH:31][C:27]([C:28](Cl)=[O:29])=[CH:26][CH:25]=1, predict the reaction product. The product is: [Br:23][C:24]1[CH:32]=[CH:31][C:27]([C:28]([N:9]([CH2:8][CH2:7][CH2:6][CH:1]2[CH2:5][CH2:4][CH2:3][CH2:2]2)[C:10]2[CH:11]=[CH:12][C:13]3[C:18](=[O:19])[O:17][C:16]([CH3:20])([CH3:21])[O:15][C:14]=3[CH:22]=2)=[O:29])=[CH:26][CH:25]=1.